This data is from NCI-60 drug combinations with 297,098 pairs across 59 cell lines. The task is: Regression. Given two drug SMILES strings and cell line genomic features, predict the synergy score measuring deviation from expected non-interaction effect. (1) Drug 1: CCN(CC)CCNC(=O)C1=C(NC(=C1C)C=C2C3=C(C=CC(=C3)F)NC2=O)C. Drug 2: CS(=O)(=O)OCCCCOS(=O)(=O)C. Cell line: ACHN. Synergy scores: CSS=5.45, Synergy_ZIP=-4.35, Synergy_Bliss=-1.12, Synergy_Loewe=-1.65, Synergy_HSA=-0.483. (2) Drug 1: CCCCCOC(=O)NC1=NC(=O)N(C=C1F)C2C(C(C(O2)C)O)O. Drug 2: COCCOC1=C(C=C2C(=C1)C(=NC=N2)NC3=CC=CC(=C3)C#C)OCCOC.Cl. Cell line: OVCAR-4. Synergy scores: CSS=3.43, Synergy_ZIP=-3.07, Synergy_Bliss=-0.670, Synergy_Loewe=-2.23, Synergy_HSA=-0.534. (3) Drug 1: CN1CCC(CC1)COC2=C(C=C3C(=C2)N=CN=C3NC4=C(C=C(C=C4)Br)F)OC. Drug 2: COC1=NC(=NC2=C1N=CN2C3C(C(C(O3)CO)O)O)N. Cell line: OVCAR-4. Synergy scores: CSS=6.29, Synergy_ZIP=-1.62, Synergy_Bliss=-1.79, Synergy_Loewe=-9.94, Synergy_HSA=-3.55. (4) Drug 1: C1C(C(OC1N2C=NC3=C(N=C(N=C32)Cl)N)CO)O. Drug 2: COC1=C2C(=CC3=C1OC=C3)C=CC(=O)O2. Cell line: SNB-75. Synergy scores: CSS=2.95, Synergy_ZIP=-0.00678, Synergy_Bliss=2.26, Synergy_Loewe=0.619, Synergy_HSA=1.42. (5) Drug 1: C1=CN(C(=O)N=C1N)C2C(C(C(O2)CO)O)O.Cl. Drug 2: CC=C1C(=O)NC(C(=O)OC2CC(=O)NC(C(=O)NC(CSSCCC=C2)C(=O)N1)C(C)C)C(C)C. Cell line: EKVX. Synergy scores: CSS=11.1, Synergy_ZIP=-5.36, Synergy_Bliss=-1.22, Synergy_Loewe=-5.05, Synergy_HSA=-0.990. (6) Drug 1: C(=O)(N)NO. Drug 2: C1CCC(C(C1)N)N.C(=O)(C(=O)[O-])[O-].[Pt+4]. Cell line: NCI/ADR-RES. Synergy scores: CSS=24.0, Synergy_ZIP=-7.63, Synergy_Bliss=1.47, Synergy_Loewe=-3.79, Synergy_HSA=4.44. (7) Drug 1: C1C(C(OC1N2C=C(C(=O)NC2=O)F)CO)O. Drug 2: CCC1(C2=C(COC1=O)C(=O)N3CC4=CC5=C(C=CC(=C5CN(C)C)O)N=C4C3=C2)O.Cl. Cell line: IGROV1. Synergy scores: CSS=13.4, Synergy_ZIP=-6.78, Synergy_Bliss=-3.15, Synergy_Loewe=-1.03, Synergy_HSA=0.0954. (8) Drug 1: C1CN1P(=S)(N2CC2)N3CC3. Drug 2: CC1=C(C=C(C=C1)NC(=O)C2=CC=C(C=C2)CN3CCN(CC3)C)NC4=NC=CC(=N4)C5=CN=CC=C5. Cell line: T-47D. Synergy scores: CSS=6.31, Synergy_ZIP=-3.10, Synergy_Bliss=-2.39, Synergy_Loewe=-13.1, Synergy_HSA=-8.54. (9) Drug 1: CN(C)N=NC1=C(NC=N1)C(=O)N. Drug 2: CC1CCC2CC(C(=CC=CC=CC(CC(C(=O)C(C(C(=CC(C(=O)CC(OC(=O)C3CCCCN3C(=O)C(=O)C1(O2)O)C(C)CC4CCC(C(C4)OC)OCCO)C)C)O)OC)C)C)C)OC. Cell line: HCC-2998. Synergy scores: CSS=8.72, Synergy_ZIP=-2.47, Synergy_Bliss=2.90, Synergy_Loewe=-3.79, Synergy_HSA=2.59.